From a dataset of Catalyst prediction with 721,799 reactions and 888 catalyst types from USPTO. Predict which catalyst facilitates the given reaction. (1) Product: [Br:1][C:2]1[CH:7]=[CH:6][C:5]([C:16]2([OH:15])[CH2:17][CH:18]([C:20]([O:22][C:23]([CH3:25])([CH3:24])[CH3:26])=[O:21])[CH2:19]2)=[CH:4][C:3]=1[F:9]. Reactant: [Br:1][C:2]1[CH:7]=[CH:6][C:5](I)=[CH:4][C:3]=1[F:9].C([Mg]Cl)(C)C.[O:15]=[C:16]1[CH2:19][CH:18]([C:20]([O:22][C:23]([CH3:26])([CH3:25])[CH3:24])=[O:21])[CH2:17]1. The catalyst class is: 7. (2) Reactant: [C:1]([C:5]1[CH:13]=[C:12]2[C:8]([C:9]([I:14])=[N:10][NH:11]2)=[CH:7][CH:6]=1)([CH3:4])([CH3:3])[CH3:2].[CH3:15]C([O-])(C)C.[K+].IC. Product: [C:1]([C:5]1[CH:13]=[C:12]2[C:8]([C:9]([I:14])=[N:10][N:11]2[CH3:15])=[CH:7][CH:6]=1)([CH3:4])([CH3:2])[CH3:3]. The catalyst class is: 1. (3) Reactant: [C:1]([C:5]1[CH:6]=[C:7]([CH:10]=[C:11]([C:14]([CH3:17])([CH3:16])[CH3:15])[C:12]=1[OH:13])[CH2:8]Br)([CH3:4])([CH3:3])[CH3:2].[CH2:18]([NH:21][CH2:22][CH2:23][OH:24])[CH2:19][OH:20]. Product: [C:1]([C:5]1[CH:6]=[C:7]([CH2:8][N:21]([CH2:22][CH2:23][OH:24])[CH2:18][CH2:19][OH:20])[CH:10]=[C:11]([C:14]([CH3:17])([CH3:16])[CH3:15])[C:12]=1[OH:13])([CH3:4])([CH3:3])[CH3:2]. The catalyst class is: 48. (4) Reactant: C(OC([N:8]1[CH2:13][CH2:12][CH:11]([C:14]2[CH:19]=[C:18]([C:20]([F:23])([F:22])[F:21])[CH:17]=[CH:16][C:15]=2[OH:24])[CH2:10][CH2:9]1)=O)(C)(C)C.[Cl:25][C:26]1[C:27](F)=[CH:28][C:29]([F:46])=[C:30]([S:32]([N:35]([C:39]2[CH:44]=[CH:43][C:42]([F:45])=[CH:41][N:40]=2)COC)(=[O:34])=[O:33])[CH:31]=1.C(=O)([O-])[O-].[K+].[K+]. Product: [Cl:25][C:26]1[C:27]([O:24][C:15]2[CH:16]=[CH:17][C:18]([C:20]([F:21])([F:22])[F:23])=[CH:19][C:14]=2[CH:11]2[CH2:10][CH2:9][NH:8][CH2:13][CH2:12]2)=[CH:28][C:29]([F:46])=[C:30]([S:32]([NH:35][C:39]2[CH:44]=[CH:43][C:42]([F:45])=[CH:41][N:40]=2)(=[O:34])=[O:33])[CH:31]=1. The catalyst class is: 829. (5) Reactant: [C:1]([C:4]1[N:5]([CH3:34])[CH:6]=[C:7]([C:9]2[CH:14]=[CH:13][C:12]([CH2:15][C@H:16]([NH:20][C:21](=[O:33])[C:22]3[CH:27]=[CH:26][C:25]([O:28][CH:29]([CH3:31])[CH3:30])=[C:24]([Cl:32])[CH:23]=3)[CH2:17][CH2:18][OH:19])=[CH:11][CH:10]=2)[N:8]=1)(=O)[CH3:2].[CH3:35][O:36][NH3+:37].[Cl-]. Product: [Cl:32][C:24]1[CH:23]=[C:22]([CH:27]=[CH:26][C:25]=1[O:28][CH:29]([CH3:30])[CH3:31])[C:21]([NH:20][C@H:16]([CH2:17][CH2:18][OH:19])[CH2:15][C:12]1[CH:13]=[CH:14][C:9]([C:7]2[N:8]=[C:4]([C:1](=[N:37][O:36][CH3:35])[CH3:2])[N:5]([CH3:34])[CH:6]=2)=[CH:10][CH:11]=1)=[O:33]. The catalyst class is: 17. (6) Reactant: [CH3:1][O:2][C:3]1[CH:4]=[CH:5][C:6]([CH:20]2[CH2:29][CH2:28][C:27]3[C:22](=[CH:23][CH:24]=[C:25]([O:30][CH3:31])[CH:26]=3)[CH2:21]2)=[C:7]([CH2:9][NH:10][CH2:11][CH2:12][C:13]2[CH:18]=[CH:17][C:16]([OH:19])=[CH:15][CH:14]=2)[CH:8]=1.C(=O)([O-])[O-].[K+].[K+].Cl[CH2:39][CH2:40][N:41]1[CH2:47][CH2:46][CH2:45][CH2:44][CH2:43][CH2:42]1.O. Product: [N:41]1([CH2:40][CH2:39][O:19][C:16]2[CH:17]=[CH:18][C:13]([CH2:12][CH2:11][NH:10][CH2:9][C:7]3[CH:8]=[C:3]([O:2][CH3:1])[CH:4]=[CH:5][C:6]=3[CH:20]3[CH2:29][CH2:28][C:27]4[C:22](=[CH:23][CH:24]=[C:25]([O:30][CH3:31])[CH:26]=4)[CH2:21]3)=[CH:14][CH:15]=2)[CH2:47][CH2:46][CH2:45][CH2:44][CH2:43][CH2:42]1. The catalyst class is: 9.